From a dataset of Reaction yield outcomes from USPTO patents with 853,638 reactions. Predict the reaction yield, written as a fraction of the theoretical maximum amount of product (1.0 means a 100% yield; for example, 0.34 means a 34% yield). (1) The reactants are [C:1]([OH:10])(=[O:9])[C:2]1[C:3](=[CH:5][CH:6]=[CH:7][CH:8]=1)[OH:4].[OH-].[Na+].Cl[CH2:14][C:15]([OH:17])=[O:16]. The catalyst is O. The product is [C:15]([CH2:14][O:4][C:3]1[CH:5]=[CH:6][CH:7]=[CH:8][C:2]=1[C:1]([OH:10])=[O:9])([OH:17])=[O:16]. The yield is 0.240. (2) The reactants are [OH:1][C:2]1[CH:7]=[CH:6][C:5]([N:8]2[CH2:13][CH2:12][NH:11][CH2:10][CH2:9]2)=[CH:4][CH:3]=1.[C:14]1(=O)[CH2:18][CH2:17][CH2:16][CH2:15]1.C(O)(=O)C.[BH3-]C#N.[Na+]. The catalyst is C1COCC1.O. The product is [CH:14]1([N:11]2[CH2:12][CH2:13][N:8]([C:5]3[CH:4]=[CH:3][C:2]([OH:1])=[CH:7][CH:6]=3)[CH2:9][CH2:10]2)[CH2:18][CH2:17][CH2:16][CH2:15]1. The yield is 0.490. (3) The reactants are [CH3:1][O:2][C:3]1[CH:4]=[C:5]2[C:10](=[CH:11][C:12]=1[O:13][CH3:14])[N:9]=[CH:8][N:7]=[C:6]2[O:15][C:16]1[CH:22]=[CH:21][C:19]([NH2:20])=[CH:18][CH:17]=1.[C:23]1(C)C=C[CH:26]=[CH:25][CH:24]=1.ClC(Cl)([O:33][C:34](=O)[O:35]C(Cl)(Cl)Cl)Cl.C(=O)(O)[O-].[Na+]. The catalyst is C(Cl)Cl.C(O)CCC.C(N(CC)CC)C. The product is [CH3:1][O:2][C:3]1[CH:4]=[C:5]2[C:10](=[CH:11][C:12]=1[O:13][CH3:14])[N:9]=[CH:8][N:7]=[C:6]2[O:15][C:16]1[CH:22]=[CH:21][C:19]([NH:20][C:34](=[O:33])[O:35][CH2:26][CH2:25][CH2:24][CH3:23])=[CH:18][CH:17]=1. The yield is 0.580. (4) The reactants are [CH3:1][C:2]1[C:6]([C:7]2[C:16]3[O:15][CH2:14][CH:13]([C:17]4[C:18]([C:23](O)=[O:24])=[N:19][CH:20]=[CH:21][CH:22]=4)[N:12]4[C:26](=[O:28])[NH:27][C:10]([C:11]=34)=[CH:9][CH:8]=2)=[C:5]([CH3:29])[O:4][N:3]=1.[CH2:30]([NH2:32])[CH3:31].C(N(CC)C(C)C)(C)C.F[P-](F)(F)(F)(F)F.N1(O[P+](N(C)C)(N(C)C)N(C)C)C2C=CC=CC=2N=N1. The catalyst is CN(C)C=O. The product is [CH3:1][C:2]1[C:6]([C:7]2[C:16]3[O:15][CH2:14][C@H:13]([C:17]4[C:18]([C:23]([NH:32][CH2:30][CH3:31])=[O:24])=[N:19][CH:20]=[CH:21][CH:22]=4)[N:12]4[C:26](=[O:28])[NH:27][C:10]([C:11]=34)=[CH:9][CH:8]=2)=[C:5]([CH3:29])[O:4][N:3]=1. The yield is 0.710. (5) The reactants are [F:1][C:2]1[CH:7]=[CH:6][C:5]([OH:8])=[CH:4][CH:3]=1.[C:9](O)([CH3:12])([CH3:11])[CH3:10].S(=O)(=O)(O)O. The catalyst is C(Cl)Cl. The product is [C:9]([C:6]1[CH:7]=[C:2]([F:1])[CH:3]=[CH:4][C:5]=1[OH:8])([CH3:12])([CH3:11])[CH3:10]. The yield is 0.420. (6) The reactants are [Br:1][C:2]1[CH:7]=[CH:6][C:5]([S:8]([N:11]2[CH2:15][CH2:14][CH2:13][CH:12]2[CH2:16][OH:17])(=[O:10])=[O:9])=[CH:4][CH:3]=1.N1C=CN=C1.[C:23]([Si:27](Cl)([CH3:29])[CH3:28])([CH3:26])([CH3:25])[CH3:24]. The catalyst is C(Cl)Cl. The product is [Br:1][C:2]1[CH:3]=[CH:4][C:5]([S:8]([N:11]2[CH2:15][CH2:14][CH2:13][CH:12]2[CH2:16][O:17][Si:27]([C:23]([CH3:26])([CH3:25])[CH3:24])([CH3:29])[CH3:28])(=[O:10])=[O:9])=[CH:6][CH:7]=1. The yield is 0.990. (7) The reactants are [F:1][C:2]1[CH:7]=[C:6]([F:8])[CH:5]=[CH:4][C:3]=1[N:9]1[C:13]([C:14]2[S:23][C:22]3[C:21]4[N:24]=[C:25]([NH2:28])[CH:26]=[CH:27][C:20]=4[O:19][CH2:18][CH2:17][C:16]=3[CH:15]=2)=[N:12][CH:11]=[N:10]1.[O:29]1[CH2:32][C:31](=O)[CH2:30]1. The catalyst is C1COCC1. The product is [F:1][C:2]1[CH:7]=[C:6]([F:8])[CH:5]=[CH:4][C:3]=1[N:9]1[C:13]([C:14]2[S:23][C:22]3[C:21]4[N:24]=[C:25]([NH:28][CH:31]5[CH2:32][O:29][CH2:30]5)[CH:26]=[CH:27][C:20]=4[O:19][CH2:18][CH2:17][C:16]=3[CH:15]=2)=[N:12][CH:11]=[N:10]1. The yield is 0.500.